This data is from Forward reaction prediction with 1.9M reactions from USPTO patents (1976-2016). The task is: Predict the product of the given reaction. (1) Given the reactants [N:1]1([C:7]2[C:12]([C:13]3[CH:14]=[CH:15][C:16]4[C:17]5[N:31](C6CCCCO6)[N:30]=[CH:29][C:18]=5[C:19](=[O:28])[N:20]([CH2:23][C:24]([F:27])([F:26])[F:25])[C:21]=4[CH:22]=3)=[CH:11][CH:10]=[CH:9][N:8]=2)[CH2:6][CH2:5][CH2:4][CH2:3][CH2:2]1.N1(C2C(C3C=CC4C5NN(C6CCCCO6)CC=5C(=O)N(CC(F)(F)F)C=4C=3)=CC=CN=2)CCCCC1.[ClH:75], predict the reaction product. The product is: [ClH:75].[N:1]1([C:7]2[C:12]([C:13]3[CH:14]=[CH:15][C:16]4[C:17]5[NH:31][N:30]=[CH:29][C:18]=5[C:19](=[O:28])[N:20]([CH2:23][C:24]([F:26])([F:25])[F:27])[C:21]=4[CH:22]=3)=[CH:11][CH:10]=[CH:9][N:8]=2)[CH2:2][CH2:3][CH2:4][CH2:5][CH2:6]1. (2) The product is: [C:38]([NH:32][CH2:33][CH2:34][C:35]([O:13][CH:10]1[C:11]2=[N:12][C:2]([CH3:1])=[C:3]([CH2:14][CH2:15][N:16]3[CH2:21][CH2:20][CH:19]([C:22]4[C:23]5[CH:24]=[CH:25][C:26]([F:31])=[CH:27][C:28]=5[O:29][N:30]=4)[CH2:18][CH2:17]3)[C:4](=[O:5])[N:6]2[CH2:7][CH2:8][CH2:9]1)=[O:37])(=[O:40])[C:59]([CH3:58])([CH3:54])[CH3:60]. Given the reactants [CH3:1][C:2]1[N:12]=[C:11]2[N:6]([CH2:7][CH2:8][CH2:9][CH:10]2[OH:13])[C:4](=[O:5])[C:3]=1[CH2:14][CH2:15][N:16]1[CH2:21][CH2:20][CH:19]([C:22]2[C:23]3[CH:24]=[CH:25][C:26]([F:31])=[CH:27][C:28]=3[O:29][N:30]=2)[CH2:18][CH2:17]1.[NH:32]([C:38]([O:40]C(C)(C)C)=O)[CH2:33][CH2:34][C:35]([OH:37])=O.C1(N=C=N[CH:54]2[CH2:59][CH2:58]CCC2)CCCCC1.[C:60](=O)(O)[O-].[Na+], predict the reaction product. (3) Given the reactants [Si:1]([O:8][CH2:9][CH:10]1[CH2:15][N:14]2[N:16]=[C:17]([I:24])[C:18]([C:19]([O:21][CH2:22][CH3:23])=[O:20])=[C:13]2[CH2:12][NH:11]1)([C:4]([CH3:7])([CH3:6])[CH3:5])([CH3:3])[CH3:2].[N:25]([C:28]1[CH:35]=[CH:34][C:31]([C:32]#[N:33])=[CH:30][CH:29]=1)=[C:26]=[O:27], predict the reaction product. The product is: [Si:1]([O:8][CH2:9][CH:10]1[CH2:15][N:14]2[N:16]=[C:17]([I:24])[C:18]([C:19]([O:21][CH2:22][CH3:23])=[O:20])=[C:13]2[CH2:12][N:11]1[C:26](=[O:27])[NH:25][C:28]1[CH:29]=[CH:30][C:31]([C:32]#[N:33])=[CH:34][CH:35]=1)([C:4]([CH3:7])([CH3:6])[CH3:5])([CH3:2])[CH3:3]. (4) Given the reactants [Br:1][C:2]1[CH:15]=[C:14]([CH:16]2[C:25]3[C:24](=[O:26])[CH2:23][CH:22]([CH2:27][CH2:28][CH3:29])[CH2:21][C:20]=3[NH:19][C:18]([CH3:30])=[C:17]2[C:31]#[N:32])[CH:13]=[C:12]([O:33][CH2:34][CH3:35])[C:3]=1[O:4][CH2:5][CH2:6]OS(C)(=O)=O.[NH4+:36].[OH-], predict the reaction product. The product is: [NH2:36][CH2:6][CH2:5][O:4][C:3]1[C:12]([O:33][CH2:34][CH3:35])=[CH:13][C:14]([CH:16]2[C:25]3[C:24](=[O:26])[CH2:23][CH:22]([CH2:27][CH2:28][CH3:29])[CH2:21][C:20]=3[NH:19][C:18]([CH3:30])=[C:17]2[C:31]#[N:32])=[CH:15][C:2]=1[Br:1]. (5) Given the reactants C(OC([N:8]1[CH2:13][CH2:12][N:11]([C:14]([C:16]2[C:20]3=[N:21][C:22]([O:25][CH3:26])=[CH:23][CH:24]=[C:19]3[N:18]([C:27]3[CH:32]=[CH:31][CH:30]=[CH:29][CH:28]=3)[C:17]=2[CH2:33][C:34]2[CH:39]=[CH:38][CH:37]=[C:36]([F:40])[C:35]=2[CH3:41])=[O:15])[CH2:10][CH2:9]1)=O)(C)(C)C.Cl.Cl.Cl.FC1C(C)=C(C=CC=1)CC1N(C2C=CC=CC=2)C2C(=NC(OC)=CC=2)C=1C(N1CCNCC1)=O, predict the reaction product. The product is: [F:40][C:36]1[C:35]([CH3:41])=[C:34]([CH:39]=[CH:38][CH:37]=1)[CH2:33][C:17]1[N:18]([C:27]2[CH:28]=[CH:29][CH:30]=[CH:31][CH:32]=2)[C:19]2[C:20](=[N:21][C:22]([O:25][CH3:26])=[CH:23][CH:24]=2)[C:16]=1[C:14]([N:11]1[CH2:10][CH2:9][NH:8][CH2:13][CH2:12]1)=[O:15]. (6) Given the reactants [CH3:1][C:2]1([CH3:11])[CH2:7][NH:6][CH:5]([C:8]([OH:10])=[O:9])[CH2:4][O:3]1.C(=O)([O-])[O-].[K+].[K+].[C:18](O[C:18]([O:20][C:21]([CH3:24])([CH3:23])[CH3:22])=[O:19])([O:20][C:21]([CH3:24])([CH3:23])[CH3:22])=[O:19], predict the reaction product. The product is: [C:21]([O:20][C:18]([N:6]1[CH2:7][C:2]([CH3:11])([CH3:1])[O:3][CH2:4][CH:5]1[C:8]([OH:10])=[O:9])=[O:19])([CH3:24])([CH3:23])[CH3:22].